Dataset: Full USPTO retrosynthesis dataset with 1.9M reactions from patents (1976-2016). Task: Predict the reactants needed to synthesize the given product. (1) Given the product [OH:13][C:14]1([CH2:20][N:21]2[C:26](=[O:27])[C:25]([CH2:28][C:29]3[CH:34]=[CH:33][C:32]([C:35]4[CH:40]=[CH:39][CH:38]=[CH:37][C:36]=4[C:41]4[NH:3][C:4](=[O:7])[O:5][N:42]=4)=[CH:31][CH:30]=3)=[C:24]([CH2:43][CH2:44][CH3:45])[N:23]=[C:22]2[CH3:46])[CH2:19][CH2:18][O:17][CH2:16][CH2:15]1, predict the reactants needed to synthesize it. The reactants are: [Cl-].O[NH3+:3].[C:4](=[O:7])([O-])[OH:5].[Na+].CS(C)=O.[OH:13][C:14]1([CH2:20][N:21]2[C:26](=[O:27])[C:25]([CH2:28][C:29]3[CH:34]=[CH:33][C:32]([C:35]4[C:36]([C:41]#[N:42])=[CH:37][CH:38]=[CH:39][CH:40]=4)=[CH:31][CH:30]=3)=[C:24]([CH2:43][CH2:44][CH3:45])[N:23]=[C:22]2[CH3:46])[CH2:19][CH2:18][O:17][CH2:16][CH2:15]1. (2) Given the product [C:23]([O:27][C:28]([N:30]1[CH2:31][CH2:32][CH:33]([N:36]2[CH:40]=[C:39]([C:2]3[CH:3]=[CH:4][C:5]4[N:6]([C:8]([CH2:11][C:12]5[CH:13]=[C:14]6[C:19](=[CH:20][C:21]=5[F:22])[N:18]=[CH:17][CH:16]=[CH:15]6)=[CH:9][N:10]=4)[N:7]=3)[CH:38]=[N:37]2)[CH2:34][CH2:35]1)=[O:29])([CH3:26])([CH3:24])[CH3:25], predict the reactants needed to synthesize it. The reactants are: Cl[C:2]1[CH:3]=[CH:4][C:5]2[N:6]([C:8]([CH2:11][C:12]3[CH:13]=[C:14]4[C:19](=[CH:20][C:21]=3[F:22])[N:18]=[CH:17][CH:16]=[CH:15]4)=[CH:9][N:10]=2)[N:7]=1.[C:23]([O:27][C:28]([N:30]1[CH2:35][CH2:34][CH:33]([N:36]2[CH:40]=[C:39](B3OC(C)(C)C(C)(C)O3)[CH:38]=[N:37]2)[CH2:32][CH2:31]1)=[O:29])([CH3:26])([CH3:25])[CH3:24].C([O-])([O-])=O.[K+].[K+]. (3) Given the product [Cl:1][C:2]1[CH:3]=[C:4]([CH:9]2[CH2:10][C:11]3([CH2:17][CH2:16][N:15]([C:26]([NH:27][C:28]4[O:32][N:31]=[C:30]([CH3:33])[C:29]=4[CH3:34])=[O:25])[CH2:14][CH:13]3[CH3:18])[CH2:12]2)[CH:5]=[CH:6][C:7]=1[F:8], predict the reactants needed to synthesize it. The reactants are: [Cl:1][C:2]1[CH:3]=[C:4]([CH:9]2[CH2:12][C:11]3([CH2:17][CH2:16][NH:15][CH2:14][CH:13]3[CH3:18])[CH2:10]2)[CH:5]=[CH:6][C:7]=1[F:8].C1([O:25][C:26](=O)[NH:27][C:28]2[O:32][N:31]=[C:30]([CH3:33])[C:29]=2[CH3:34])C=CC=CC=1. (4) Given the product [O:18]1[CH2:17][CH2:16][N:15]([CH2:21][CH2:22][CH2:23][N:24]([C:25]2[S:26][CH:11]=[C:10]([C:7]3[CH:8]=[CH:9][C:4]([C:3]([O:2][CH3:1])=[O:14])=[CH:5][CH:6]=3)[N:27]=2)[C:42]([C:38]2[S:37][CH:41]=[CH:40][CH:39]=2)=[O:43])[CH2:20][CH2:19]1, predict the reactants needed to synthesize it. The reactants are: [CH3:1][O:2][C:3](=[O:14])[C:4]1[CH:9]=[CH:8][C:7]([C:10](=O)[CH2:11]Br)=[CH:6][CH:5]=1.[N:15]1([CH2:21][CH2:22][CH2:23][NH:24][C:25]([NH2:27])=[S:26])[CH2:20][CH2:19][O:18][CH2:17][CH2:16]1.C(N(CC)C(C)C)(C)C.[S:37]1[CH:41]=[CH:40][CH:39]=[C:38]1[C:42](Cl)=[O:43].